Dataset: Full USPTO retrosynthesis dataset with 1.9M reactions from patents (1976-2016). Task: Predict the reactants needed to synthesize the given product. (1) The reactants are: I[C:2]1[C:10]2[C:5](=[CH:6][C:7]([CH3:11])=[CH:8][CH:9]=2)[N:4]([CH2:12][CH2:13][CH2:14][N:15]([CH3:17])[CH3:16])[N:3]=1.C([Mg]Cl)(C)C.[CH2:23]([Sn:27]([CH2:33][CH2:34][CH2:35][CH3:36])([CH2:29][CH2:30][CH2:31][CH3:32])Cl)[CH2:24][CH2:25][CH3:26]. Given the product [CH3:16][N:15]([CH3:17])[CH2:14][CH2:13][CH2:12][N:4]1[C:5]2[C:10](=[CH:9][CH:8]=[C:7]([CH3:11])[CH:6]=2)[C:2]([Sn:27]([CH2:29][CH2:30][CH2:31][CH3:32])([CH2:33][CH2:34][CH2:35][CH3:36])[CH2:23][CH2:24][CH2:25][CH3:26])=[N:3]1, predict the reactants needed to synthesize it. (2) Given the product [CH3:10][O:9][C:7]1[CH:6]=[CH:5][C:3]2[NH:4][C:12]3[CH:13]([CH2:17][C:18]([O:20][CH2:21][CH3:22])=[O:19])[CH2:14][CH2:15][C:16]=3[C:2]=2[CH:8]=1, predict the reactants needed to synthesize it. The reactants are: I[C:2]1[CH:8]=[C:7]([O:9][CH3:10])[CH:6]=[CH:5][C:3]=1[NH2:4].O=[C:12]1[CH2:16][CH2:15][CH2:14][CH:13]1[CH2:17][C:18]([O:20][CH2:21][CH3:22])=[O:19].[Si](OCC)(OCC)(OCC)OCC.CCN(C(C)C)C(C)C. (3) Given the product [NH2:1][C:2]1[CH:10]=[C:9]2[C:5]([C:6]([Br:30])=[N:7][N:8]2[C:11]([C:12]2[CH:13]=[CH:14][CH:15]=[CH:16][CH:17]=2)([C:24]2[CH:29]=[CH:28][CH:27]=[CH:26][CH:25]=2)[C:18]2[CH:19]=[CH:20][CH:21]=[CH:22][CH:23]=2)=[CH:4][C:3]=1[CH:31]=[O:32], predict the reactants needed to synthesize it. The reactants are: [NH2:1][C:2]1[CH:10]=[C:9]2[C:5]([C:6]([Br:30])=[N:7][N:8]2[C:11]([C:24]2[CH:29]=[CH:28][CH:27]=[CH:26][CH:25]=2)([C:18]2[CH:23]=[CH:22][CH:21]=[CH:20][CH:19]=2)[C:12]2[CH:17]=[CH:16][CH:15]=[CH:14][CH:13]=2)=[CH:4][C:3]=1[CH2:31][OH:32]. (4) Given the product [C:28]([C:10]1[CH:11]=[C:12]2[C:17](=[CH:18][C:9]=1[O:8][CH2:1][C:2]1[CH:7]=[CH:6][CH:5]=[CH:4][CH:3]=1)[N:16]=[CH:15][CH:14]=[C:13]2[O:19][C:20]1[CH:25]=[CH:24][C:23]([NH:26][C:30](=[O:38])[O:31][C:32]2[CH:37]=[CH:36][CH:35]=[CH:34][CH:33]=2)=[C:22]([F:27])[CH:21]=1)#[N:29], predict the reactants needed to synthesize it. The reactants are: [CH2:1]([O:8][C:9]1[CH:18]=[C:17]2[C:12]([C:13]([O:19][C:20]3[CH:25]=[CH:24][C:23]([NH2:26])=[C:22]([F:27])[CH:21]=3)=[CH:14][CH:15]=[N:16]2)=[CH:11][C:10]=1[C:28]#[N:29])[C:2]1[CH:7]=[CH:6][CH:5]=[CH:4][CH:3]=1.[C:30](Cl)(=[O:38])[O:31][C:32]1[CH:37]=[CH:36][CH:35]=[CH:34][CH:33]=1.O.C1(C)C=CC=CC=1. (5) Given the product [CH3:25][C:9]1([C:18]2[CH:23]=[CH:22][CH:21]=[CH:20][C:19]=2[CH3:24])[C:10]2[C:15](=[CH:14][CH:13]=[CH:12][CH:11]=2)[CH2:16][CH2:17][NH:8]1, predict the reactants needed to synthesize it. The reactants are: C([N:8]1[CH2:17][CH2:16][C:15]2[C:10](=[CH:11][CH:12]=[CH:13][CH:14]=2)[C:9]1([CH3:25])[C:18]1[CH:23]=[CH:22][CH:21]=[CH:20][C:19]=1[CH3:24])C1C=CC=CC=1. (6) Given the product [OH:14][CH2:15][C:16]1([N:23]2[C:27]3=[C:28]4[S:34][CH:33]=[CH:32][C:29]4=[N:30][CH:31]=[C:26]3[N:25]=[CH:24]2)[CH2:21][CH2:20][C:19](=[CH:3][C:1]#[N:2])[CH2:18][CH2:17]1, predict the reactants needed to synthesize it. The reactants are: [C:1]([CH2:3]P(=O)(OCC)OCC)#[N:2].[H-].[Na+].[OH:14][CH2:15][C:16]1([N:23]2[C:27]3=[C:28]4[S:34][CH:33]=[CH:32][C:29]4=[N:30][CH:31]=[C:26]3[N:25]=[CH:24]2)[CH2:21][CH2:20][C:19](=O)[CH2:18][CH2:17]1. (7) Given the product [O:16]=[C:7]1[C:8]2[C:13](=[CH:12][CH:11]=[CH:10][CH:9]=2)[C:14](=[O:15])[N:6]1[CH2:5][CH2:4][CH2:3][CH2:2][N:20]1[CH2:19][CH2:18][N:17]([C:23]([O:25][C:26]([CH3:29])([CH3:28])[CH3:27])=[O:24])[CH2:22][CH2:21]1, predict the reactants needed to synthesize it. The reactants are: Br[CH2:2][CH2:3][CH2:4][CH2:5][N:6]1[C:14](=[O:15])[C:13]2[C:8](=[CH:9][CH:10]=[CH:11][CH:12]=2)[C:7]1=[O:16].[N:17]1([C:23]([O:25][C:26]([CH3:29])([CH3:28])[CH3:27])=[O:24])[CH2:22][CH2:21][NH:20][CH2:19][CH2:18]1.CCN(CC)CC.